This data is from Reaction yield outcomes from USPTO patents with 853,638 reactions. The task is: Predict the reaction yield, written as a fraction of the theoretical maximum amount of product (1.0 means a 100% yield; for example, 0.34 means a 34% yield). (1) The reactants are [CH:1]([Si:4]([CH:9]([CH3:11])[CH3:10])([CH:6]([CH3:8])[CH3:7])[SH:5])([CH3:3])[CH3:2].[H-].[Na+].[H][H].[C:16]([O:19][C:20]1[CH:25]=[CH:24][CH:23]=[C:22](I)[CH:21]=1)(=[O:18])[CH3:17]. The catalyst is C1COCC1.C1(C)C=CC=CC=1.C1C=CC([P]([Pd]([P](C2C=CC=CC=2)(C2C=CC=CC=2)C2C=CC=CC=2)([P](C2C=CC=CC=2)(C2C=CC=CC=2)C2C=CC=CC=2)[P](C2C=CC=CC=2)(C2C=CC=CC=2)C2C=CC=CC=2)(C2C=CC=CC=2)C2C=CC=CC=2)=CC=1. The product is [C:16]([O:19][C:20]1[CH:25]=[CH:24][CH:23]=[C:22]([S:5][Si:4]([CH:1]([CH3:3])[CH3:2])([CH:6]([CH3:8])[CH3:7])[CH:9]([CH3:11])[CH3:10])[CH:21]=1)(=[O:18])[CH3:17]. The yield is 0.520. (2) The reactants are [NH2:1][C:2]1[C:10]2[C:5](=[N:6][C:7]([NH:17][CH2:18][CH2:19][C:20]3[CH:25]=[CH:24][CH:23]=[CH:22][CH:21]=3)=[C:8]3[CH2:14][O:13][C:12]([CH3:16])([CH3:15])[CH2:11][C:9]3=2)[S:4][C:3]=1[C:26]([NH2:28])=[O:27].O.[C:30]1(C)C=CC(S(O)(=O)=O)=CC=1. The catalyst is C([O-])([O-])OCC. The product is [CH3:15][C:12]1([CH3:16])[O:13][CH2:14][C:8]2=[C:7]([NH:17][CH2:18][CH2:19][C:20]3[CH:25]=[CH:24][CH:23]=[CH:22][CH:21]=3)[N:6]=[C:5]3[S:4][C:3]4[C:26](=[O:27])[NH:28][CH:30]=[N:1][C:2]=4[C:10]3=[C:9]2[CH2:11]1. The yield is 0.600. (3) The reactants are [CH2:1]([N:3]([CH2:11][CH2:12][N:13]1[CH2:18][CH2:17][S:16][C:15]2[CH:19]=[CH:20][C:21]([N+:23]([O-])=O)=[CH:22][C:14]1=2)[C:4](=[O:10])[O:5][C:6]([CH3:9])([CH3:8])[CH3:7])[CH3:2].O.NN. The catalyst is C(O)C.C(OCC)(=O)C.[Ni]. The product is [NH2:23][C:21]1[CH:20]=[CH:19][C:15]2[S:16][CH2:17][CH2:18][N:13]([CH2:12][CH2:11][N:3]([CH2:1][CH3:2])[C:4](=[O:10])[O:5][C:6]([CH3:9])([CH3:8])[CH3:7])[C:14]=2[CH:22]=1. The yield is 0.950. (4) The reactants are C(NC(C)C)(C)C.C([Li])CCC.C[O:14][CH2:15][C:16]([O:18][CH2:19]C)=O.[F:21][C:22]([F:29])([F:28])[C:23](OCC)=O.[C:30]([S:33][CH2:34][C:35]1[CH:40]=[CH:39][CH:38]=[CH:37][CH:36]=1)(=[NH:32])[NH2:31]. The catalyst is C1COCC1.C(O)C. The product is [CH2:34]([S:33][C:30]1[NH:32][C:15](=[O:14])[C:16]([O:18][CH3:19])=[C:23]([C:22]([F:21])([F:28])[F:29])[N:31]=1)[C:35]1[CH:40]=[CH:39][CH:38]=[CH:37][CH:36]=1. The yield is 0.400.